Dataset: Full USPTO retrosynthesis dataset with 1.9M reactions from patents (1976-2016). Task: Predict the reactants needed to synthesize the given product. (1) Given the product [F:20][C:21]1[CH:22]=[CH:23][C:24]([O:45][CH2:46][C:47]2[CH:52]=[CH:51][C:50]([CH2:53][CH2:54][C:55]3[CH:56]=[CH:57][C:58]([C:61]([F:64])([F:62])[F:63])=[CH:59][CH:60]=3)=[CH:49][CH:48]=2)=[C:25]([CH2:27][CH2:28][N:29]([CH2:2][CH2:3][C:4]2[CH:13]=[CH:12][C:7]([C:8]([O:10][CH3:11])=[O:9])=[CH:6][CH:5]=2)[CH:30]2[CH2:39][CH2:38][CH2:37][C:36]3[N:35]=[C:34]([C:40]([O:42][CH2:43][CH3:44])=[O:41])[CH:33]=[CH:32][C:31]2=3)[CH:26]=1, predict the reactants needed to synthesize it. The reactants are: I[CH2:2][CH2:3][C:4]1[CH:13]=[CH:12][C:7]([C:8]([O:10][CH3:11])=[O:9])=[CH:6][CH:5]=1.C(=O)([O-])[O-].[Na+].[Na+].[F:20][C:21]1[CH:22]=[CH:23][C:24]([O:45][CH2:46][C:47]2[CH:52]=[CH:51][C:50]([CH2:53][CH2:54][C:55]3[CH:60]=[CH:59][C:58]([C:61]([F:64])([F:63])[F:62])=[CH:57][CH:56]=3)=[CH:49][CH:48]=2)=[C:25]([CH2:27][CH2:28][NH:29][CH:30]2[CH2:39][CH2:38][CH2:37][C:36]3[N:35]=[C:34]([C:40]([O:42][CH2:43][CH3:44])=[O:41])[CH:33]=[CH:32][C:31]2=3)[CH:26]=1. (2) Given the product [Br:1][C:2]1[C:3]([CH3:12])=[CH:4][C:5]([OH:11])=[C:6]([CH:10]=1)[C:7]([O:9][CH3:18])=[O:8], predict the reactants needed to synthesize it. The reactants are: [Br:1][C:2]1[C:3]([CH3:12])=[CH:4][C:5]([OH:11])=[C:6]([CH:10]=1)[C:7]([OH:9])=[O:8].S(=O)(=O)(O)O.[CH3:18]O. (3) Given the product [NH2:1][C:2]1[CH:3]=[C:4]([CH:8]=[CH:9][C:10]=1[O:11][CH3:12])[C:5]([O:7][CH3:13])=[O:6], predict the reactants needed to synthesize it. The reactants are: [NH2:1][C:2]1[CH:3]=[C:4]([CH:8]=[CH:9][C:10]=1[O:11][CH3:12])[C:5]([OH:7])=[O:6].[C:13](Cl)(=O)C. (4) Given the product [Cl:27][C:16]1[C:17]([C:19]2[C:24]([CH3:25])=[CH:23][C:22]([CH3:26])=[CH:21][N:20]=2)=[CH:18][C:13]([N:10]2[CH2:9][CH2:8][C:6]3[N:7]=[C:2]([NH:1][C:35](=[O:39])[CH:36]([CH3:38])[CH3:37])[N:3]=[CH:4][C:5]=3[C:11]2=[O:12])=[N:14][CH:15]=1, predict the reactants needed to synthesize it. The reactants are: [NH2:1][C:2]1[N:3]=[CH:4][C:5]2[C:11](=[O:12])[N:10]([C:13]3[CH:18]=[C:17]([C:19]4[C:24]([CH3:25])=[CH:23][C:22]([CH3:26])=[CH:21][N:20]=4)[C:16]([Cl:27])=[CH:15][N:14]=3)[CH2:9][CH2:8][C:6]=2[N:7]=1.CCN(CC)CC.[C:35](Cl)(=[O:39])[CH:36]([CH3:38])[CH3:37]. (5) Given the product [CH2:28]([NH:32][CH2:1][C:3]1[N:4]=[CH:5][C:6]([NH:9][C:10](=[O:27])[CH:11]([NH:15][C:16](=[O:26])[CH2:17][C:18]2[CH:23]=[C:22]([F:24])[CH:21]=[C:20]([F:25])[CH:19]=2)[CH2:12][CH2:13][CH3:14])=[N:7][CH:8]=1)[CH2:29][CH2:30][CH3:31], predict the reactants needed to synthesize it. The reactants are: [CH:1]([C:3]1[N:4]=[CH:5][C:6]([NH:9][C:10](=[O:27])[CH:11]([NH:15][C:16](=[O:26])[CH2:17][C:18]2[CH:23]=[C:22]([F:24])[CH:21]=[C:20]([F:25])[CH:19]=2)[CH2:12][CH2:13][CH3:14])=[N:7][CH:8]=1)=O.[CH2:28]([NH2:32])[CH2:29][CH2:30][CH3:31].C(O)(=O)C.S([O-])([O-])(=O)=O.[Na+].[Na+].C([BH3-])#N.[Na+]. (6) Given the product [N:22]1[CH:23]=[CH:24][CH:25]=[C:20]([O:19][CH2:18][C:14]2[CH:13]=[C:12]([C:9]3[CH:8]=[CH:7][C:6]([C:4]([OH:5])=[O:3])=[CH:11][CH:10]=3)[CH:17]=[CH:16][CH:15]=2)[CH:21]=1, predict the reactants needed to synthesize it. The reactants are: C([O:3][C:4]([C:6]1[CH:11]=[CH:10][C:9]([C:12]2[CH:17]=[CH:16][CH:15]=[C:14]([CH2:18][O:19][C:20]3[CH:21]=[N:22][CH:23]=[CH:24][CH:25]=3)[CH:13]=2)=[CH:8][CH:7]=1)=[O:5])C.[OH-].[Na+].Cl.